This data is from Full USPTO retrosynthesis dataset with 1.9M reactions from patents (1976-2016). The task is: Predict the reactants needed to synthesize the given product. (1) The reactants are: CN([CH2:4][C-:5]1[CH:9]=[CH:8][CH:7]=[C:6]1[S:10][C:11]([CH3:14])([CH3:13])[CH3:12])C.[CH-:15]1[CH:19]=[CH:18][CH:17]=[CH:16]1.[Fe+2:20].[C:21]([O:24]C(=O)C)(=[O:23])[CH3:22]. Given the product [C:21]([O:24][CH2:4][C-:5]1[CH:9]=[CH:8][CH:7]=[C:6]1[S:10][C:11]([CH3:14])([CH3:13])[CH3:12])(=[O:23])[CH3:22].[CH-:15]1[CH:19]=[CH:18][CH:17]=[CH:16]1.[Fe+2:20], predict the reactants needed to synthesize it. (2) Given the product [Si:2]([O:19][CH2:20][C:21]1[CH:26]=[CH:25][C:24]([CH:27]=[O:28])=[N:23][C:22]=1[O:32][CH3:33])([C:15]([CH3:18])([CH3:17])[CH3:16])([C:9]1[CH:10]=[CH:11][CH:12]=[CH:13][CH:14]=1)[C:3]1[CH:4]=[CH:5][CH:6]=[CH:7][CH:8]=1, predict the reactants needed to synthesize it. The reactants are: Cl.[Si:2]([O:19][CH2:20][C:21]1[C:22]([O:32][CH3:33])=[N:23][C:24]([CH:27](OC)[O:28]C)=[CH:25][CH:26]=1)([C:15]([CH3:18])([CH3:17])[CH3:16])([C:9]1[CH:14]=[CH:13][CH:12]=[CH:11][CH:10]=1)[C:3]1[CH:8]=[CH:7][CH:6]=[CH:5][CH:4]=1.O.